Task: Predict the reactants needed to synthesize the given product.. Dataset: Full USPTO retrosynthesis dataset with 1.9M reactions from patents (1976-2016) (1) Given the product [CH2:20]([N:22]([CH2:26][CH3:27])[CH2:23][CH2:24][NH:25][C:17]([C@@H:9]1[CH2:10][C:11](=[N:13][O:14][CH2:15][CH3:16])[CH2:12][NH:8]1)=[O:19])[CH3:21], predict the reactants needed to synthesize it. The reactants are: C(OC([N:8]1[CH2:12][C:11](=[N:13][O:14][CH2:15][CH3:16])[CH2:10][C@H:9]1[C:17]([OH:19])=O)=O)(C)(C)C.[CH2:20]([N:22]([CH2:26][CH3:27])[CH2:23][CH2:24][NH2:25])[CH3:21]. (2) Given the product [Br:1][C:2]1[CH:11]=[CH:10][CH:9]=[C:8]2[C:3]=1[CH2:4][C@H:5]([CH2:13][O:14][Si:15]([C:18]([CH3:20])([CH3:19])[CH3:21])([CH3:17])[CH3:16])[N:6]([C:31](=[O:32])[CH2:30][C:24]1[C:25]([F:29])=[CH:26][CH:27]=[CH:28][C:23]=1[Cl:22])[C@H:7]2[CH3:12], predict the reactants needed to synthesize it. The reactants are: [Br:1][C:2]1[CH:11]=[CH:10][CH:9]=[C:8]2[C:3]=1[CH2:4][C@H:5]([CH2:13][O:14][Si:15]([C:18]([CH3:21])([CH3:20])[CH3:19])([CH3:17])[CH3:16])[NH:6][C@H:7]2[CH3:12].[Cl:22][C:23]1[CH:28]=[CH:27][CH:26]=[C:25]([F:29])[C:24]=1[CH2:30][C:31](O)=[O:32].F[P-](F)(F)(F)(F)F.N1(OC(N(C)C)=[N+](C)C)C2N=CC=CC=2N=N1.C(N(C(C)C)CC)(C)C. (3) The reactants are: C([O:8][C:9]1[CH:18]=[C:17]2[C:12]([C:13]([NH:19][C:20]3[CH:25]=[CH:24][C:23]([F:26])=[C:22]([Cl:27])[CH:21]=3)=[N:14][CH:15]=[N:16]2)=[C:11]([O:28][CH:29]2[CH2:34][CH2:33][O:32][CH2:31][CH2:30]2)[CH:10]=1)C1C=CC=CC=1.[F:35][C:36]([F:41])([F:40])[C:37]([OH:39])=[O:38]. Given the product [F:35][C:36]([F:41])([F:40])[C:37]([OH:39])=[O:38].[Cl:27][C:22]1[CH:21]=[C:20]([CH:25]=[CH:24][C:23]=1[F:26])[NH:19][C:13]1[C:12]2[C:17](=[CH:18][C:9]([OH:8])=[CH:10][C:11]=2[O:28][CH:29]2[CH2:34][CH2:33][O:32][CH2:31][CH2:30]2)[N:16]=[CH:15][N:14]=1, predict the reactants needed to synthesize it. (4) Given the product [CH2:12]([O:11][C:10]1[C:9](=[O:19])[N:8]2[CH:20]=[C:21]([CH3:24])[CH:22]=[CH:23][C:7]2=[N:6][C:5]=1[C:3]([OH:4])=[O:2])[C:13]1[CH:18]=[CH:17][CH:16]=[CH:15][CH:14]=1, predict the reactants needed to synthesize it. The reactants are: C[O:2][C:3]([C:5]1[N:6]=[C:7]2[CH:23]=[CH:22][C:21]([CH3:24])=[CH:20][N:8]2[C:9](=[O:19])[C:10]=1[O:11][CH2:12][C:13]1[CH:18]=[CH:17][CH:16]=[CH:15][CH:14]=1)=[O:4].[OH-].[Li+].Cl. (5) Given the product [CH2:1]([O:5][C:6](/[CH:8]=[CH:9]/[C:10]1[CH:11]=[CH:12][C:13](/[CH:16]=[CH:17]/[C:18]([OH:20])=[O:19])=[CH:14][CH:15]=1)=[O:7])[CH3:2], predict the reactants needed to synthesize it. The reactants are: [C:1]([O:5][C:6](/[CH:8]=[CH:9]/[C:10]1[CH:15]=[CH:14][C:13](/[CH:16]=[CH:17]/[C:18]([O:20]CC)=[O:19])=[CH:12][CH:11]=1)=[O:7])(C)(C)[CH3:2].C(O)(C(F)(F)F)=O. (6) The reactants are: [Br:1][C:2]1[C:3]([O:23][CH3:24])=[C:4]([C:9]([CH2:12][S:13](C2C=CC=CC=2O)(=[O:15])=[O:14])=[CH:10][CH:11]=1)[C:5]([O:7][CH3:8])=[O:6].[CH:25]12[CH:31](SCC3C(C(OC)=O)=C(OC)C(Br)=CC=3)[CH:28]([CH2:29][CH2:30]1)[CH2:27][CH2:26]2. Given the product [CH:25]12[CH:31]([S:13]([CH2:12][C:9]3[C:4]([C:5]([O:7][CH3:8])=[O:6])=[C:3]([O:23][CH3:24])[C:2]([Br:1])=[CH:11][CH:10]=3)(=[O:14])=[O:15])[CH:28]([CH2:29][CH2:30]1)[CH2:27][CH2:26]2, predict the reactants needed to synthesize it.